This data is from Full USPTO retrosynthesis dataset with 1.9M reactions from patents (1976-2016). The task is: Predict the reactants needed to synthesize the given product. The reactants are: [CH2:1]([C:8]1[NH:12][N:11]=[C:10]([C:13]2[S:17][C:16]([C:18]([O:20]CCCC)=[O:19])=[C:15]([CH3:25])[CH:14]=2)[N:9]=1)[C:2]1[CH:7]=[CH:6][CH:5]=[CH:4][CH:3]=1.[OH-].[Na+].C(O)(=O)C. Given the product [CH2:1]([C:8]1[NH:12][N:11]=[C:10]([C:13]2[S:17][C:16]([C:18]([OH:20])=[O:19])=[C:15]([CH3:25])[CH:14]=2)[N:9]=1)[C:2]1[CH:7]=[CH:6][CH:5]=[CH:4][CH:3]=1, predict the reactants needed to synthesize it.